Dataset: Peptide-MHC class II binding affinity with 134,281 pairs from IEDB. Task: Regression. Given a peptide amino acid sequence and an MHC pseudo amino acid sequence, predict their binding affinity value. This is MHC class II binding data. (1) The MHC is HLA-DPA10201-DPB11401 with pseudo-sequence HLA-DPA10201-DPB11401. The peptide sequence is DGVWEIKSDKPLKGP. The binding affinity (normalized) is 0.338. (2) The peptide sequence is EEDIEIIPIQEEEK. The MHC is HLA-DPA10301-DPB10402 with pseudo-sequence HLA-DPA10301-DPB10402. The binding affinity (normalized) is 0.406. (3) The peptide sequence is DWLNKYSYYPEDPVK. The MHC is DRB3_0202 with pseudo-sequence DRB3_0202. The binding affinity (normalized) is 0. (4) The peptide sequence is ASLTEALRVIAGALE. The MHC is HLA-DQA10501-DQB10301 with pseudo-sequence HLA-DQA10501-DQB10301. The binding affinity (normalized) is 0.697.